From a dataset of Full USPTO retrosynthesis dataset with 1.9M reactions from patents (1976-2016). Predict the reactants needed to synthesize the given product. (1) The reactants are: Br[CH2:2][C:3]([NH:5][C:6]1[CH:11]=[C:10]([N+:12]([O-:14])=[O:13])[CH:9]=[CH:8][C:7]=1[C:15]([CH3:18])([CH3:17])[CH3:16])=[O:4].C(=O)([O-])[O-].[K+].[K+].[CH3:25][NH:26][CH3:27]. Given the product [C:15]([C:7]1[CH:8]=[CH:9][C:10]([N+:12]([O-:14])=[O:13])=[CH:11][C:6]=1[NH:5][C:3](=[O:4])[CH2:2][N:26]([CH3:27])[CH3:25])([CH3:18])([CH3:17])[CH3:16], predict the reactants needed to synthesize it. (2) Given the product [Cl:14][C:5]1[C:4]([N+:9]([O-:11])=[O:10])=[CH:3][C:2]([CH3:1])=[CH:7][N:6]=1, predict the reactants needed to synthesize it. The reactants are: [CH3:1][C:2]1[CH:3]=[C:4]([N+:9]([O-:11])=[O:10])[C:5](O)=[N:6][CH:7]=1.P(Cl)(Cl)([Cl:14])=O. (3) Given the product [NH2:1][C@H:2]([C:10]([NH:1][C@H:2]([C:10]([OH:12])=[O:11])[CH2:3][CH2:4][C:5]([NH:7][CH2:8][CH3:9])=[O:6])=[O:11])[CH2:3][CH2:4][C:5]([NH:7][CH2:8][CH3:9])=[O:6], predict the reactants needed to synthesize it. The reactants are: [NH2:1][C@H:2]([C:10]([OH:12])=[O:11])[CH2:3][CH2:4][C:5]([NH:7][CH2:8][CH3:9])=[O:6]. (4) Given the product [Br:1][C:2]1[CH:3]=[C:4]2[C:5](=[CH:6][CH:7]=1)[N:8]=[CH:9][C:10]([C:16](=[O:19])[CH2:17][CH3:18])=[C:11]2[OH:13], predict the reactants needed to synthesize it. The reactants are: [Br:1][C:2]1[CH:7]=[CH:6][C:5]([NH:8][CH:9]=[C:10]([C:16](=[O:19])[CH2:17][CH3:18])[C:11]([O:13]CC)=O)=[CH:4][CH:3]=1. (5) Given the product [CH3:18][C:14]1([CH3:19])[CH2:15][C:16](=[O:17])[N:11]([C:8]2[CH:9]=[CH:10][C:5]([O:4][C:2]([N:28]3[CH2:29][CH2:30][N:25]([CH2:24][CH:21]4[CH2:23][CH2:22]4)[CH2:26][CH2:27]3)=[O:3])=[CH:6][CH:7]=2)[C:12](=[O:20])[CH2:13]1, predict the reactants needed to synthesize it. The reactants are: Cl[C:2]([O:4][C:5]1[CH:10]=[CH:9][C:8]([N:11]2[C:16](=[O:17])[CH2:15][C:14]([CH3:19])([CH3:18])[CH2:13][C:12]2=[O:20])=[CH:7][CH:6]=1)=[O:3].[CH:21]1([CH2:24][N:25]2[CH2:30][CH2:29][NH:28][CH2:27][CH2:26]2)[CH2:23][CH2:22]1. (6) Given the product [NH2:12][C:13]1[N:14]=[C:15]([N:24]2[CH2:25][CH2:26][N:27]([C:30](=[O:40])[CH2:31][O:32][C:33]3[CH:38]=[CH:37][C:36]([Cl:39])=[CH:35][CH:34]=3)[CH2:28][CH2:29]2)[C:16]2[N:22]=[C:21]([C:4]3[CH:5]=[CH:6][CH:7]=[CH:8][C:3]=3[O:2][CH3:1])[CH:20]=[CH:19][C:17]=2[N:18]=1, predict the reactants needed to synthesize it. The reactants are: [CH3:1][O:2][C:3]1[CH:8]=[CH:7][CH:6]=[CH:5][C:4]=1B(O)O.[NH2:12][C:13]1[N:14]=[C:15]([N:24]2[CH2:29][CH2:28][N:27]([C:30](=[O:40])[CH2:31][O:32][C:33]3[CH:38]=[CH:37][C:36]([Cl:39])=[CH:35][CH:34]=3)[CH2:26][CH2:25]2)[C:16]2[N:22]=[C:21](Cl)[CH:20]=[CH:19][C:17]=2[N:18]=1.